The task is: Regression. Given a peptide amino acid sequence and an MHC pseudo amino acid sequence, predict their binding affinity value. This is MHC class I binding data.. This data is from Peptide-MHC class I binding affinity with 185,985 pairs from IEDB/IMGT. (1) The peptide sequence is ECANLLLQY. The MHC is HLA-A01:01 with pseudo-sequence HLA-A01:01. The binding affinity (normalized) is 0. (2) The peptide sequence is FYFTNDVSFL. The MHC is HLA-A29:02 with pseudo-sequence HLA-A29:02. The binding affinity (normalized) is 0.450. (3) The peptide sequence is FSLPFPFLYKFLL. The MHC is HLA-A24:02 with pseudo-sequence HLA-A24:02. The binding affinity (normalized) is 0.281.